Dataset: Reaction yield outcomes from USPTO patents with 853,638 reactions. Task: Predict the reaction yield, written as a fraction of the theoretical maximum amount of product (1.0 means a 100% yield; for example, 0.34 means a 34% yield). The reactants are S(Cl)([Cl:3])=O.C(OC([NH:12][C@@H:13]([CH:45]([CH3:47])[CH3:46])[C:14]([O:16][CH2:17][CH2:18][O:19][C:20]1[CH:25]=[C:24]([F:26])[C:23]([N:27]2[CH2:32][CH2:31][N:30]([C:33]3[NH:34][C:35](=[O:43])[C:36]4[CH:41]=[N:40][N:39]([CH3:42])[C:37]=4[N:38]=3)[CH2:29][CH2:28]2)=[C:22]([F:44])[CH:21]=1)=[O:15])=O)(C)(C)C. The catalyst is CO. The product is [ClH:3].[NH2:12][C@@H:13]([CH:45]([CH3:47])[CH3:46])[C:14]([O:16][CH2:17][CH2:18][O:19][C:20]1[CH:21]=[C:22]([F:44])[C:23]([N:27]2[CH2:32][CH2:31][N:30]([C:33]3[NH:34][C:35](=[O:43])[C:36]4[CH:41]=[N:40][N:39]([CH3:42])[C:37]=4[N:38]=3)[CH2:29][CH2:28]2)=[C:24]([F:26])[CH:25]=1)=[O:15]. The yield is 0.220.